This data is from Reaction yield outcomes from USPTO patents with 853,638 reactions. The task is: Predict the reaction yield, written as a fraction of the theoretical maximum amount of product (1.0 means a 100% yield; for example, 0.34 means a 34% yield). The reactants are S(Cl)([Cl:3])=O.[CH3:5][C:6]1[CH:7]=[C:8]([N:13]2[C:17](=[O:18])[C:16](=[N:19][NH:20][C:21]3[C:22]([OH:36])=[C:23]([C:27]4[CH:32]=[CH:31][CH:30]=[C:29]([C:33](O)=[O:34])[CH:28]=4)[CH:24]=[CH:25][CH:26]=3)[C:15]([CH3:37])=[N:14]2)[CH:9]=[CH:10][C:11]=1[CH3:12].CN(C=O)C. The catalyst is C1COCC1.CCCCCCC. The product is [CH3:5][C:6]1[CH:7]=[C:8]([N:13]2[C:17](=[O:18])/[C:16](=[N:19]\[NH:20][C:21]3[C:22]([OH:36])=[C:23]([C:27]4[CH:32]=[CH:31][CH:30]=[C:29]([C:33]([Cl:3])=[O:34])[CH:28]=4)[CH:24]=[CH:25][CH:26]=3)/[C:15]([CH3:37])=[N:14]2)[CH:9]=[CH:10][C:11]=1[CH3:12]. The yield is 0.960.